From a dataset of NCI-60 drug combinations with 297,098 pairs across 59 cell lines. Regression. Given two drug SMILES strings and cell line genomic features, predict the synergy score measuring deviation from expected non-interaction effect. (1) Drug 1: CC1C(C(=O)NC(C(=O)N2CCCC2C(=O)N(CC(=O)N(C(C(=O)O1)C(C)C)C)C)C(C)C)NC(=O)C3=C4C(=C(C=C3)C)OC5=C(C(=O)C(=C(C5=N4)C(=O)NC6C(OC(=O)C(N(C(=O)CN(C(=O)C7CCCN7C(=O)C(NC6=O)C(C)C)C)C)C(C)C)C)N)C. Drug 2: CN1C2=C(C=C(C=C2)N(CCCl)CCCl)N=C1CCCC(=O)O.Cl. Cell line: BT-549. Synergy scores: CSS=7.16, Synergy_ZIP=-2.34, Synergy_Bliss=3.03, Synergy_Loewe=-7.06, Synergy_HSA=0.800. (2) Drug 1: C1=CC(=C2C(=C1NCCNCCO)C(=O)C3=C(C=CC(=C3C2=O)O)O)NCCNCCO. Drug 2: CC1OCC2C(O1)C(C(C(O2)OC3C4COC(=O)C4C(C5=CC6=C(C=C35)OCO6)C7=CC(=C(C(=C7)OC)O)OC)O)O. Cell line: SF-295. Synergy scores: CSS=78.9, Synergy_ZIP=6.68, Synergy_Bliss=5.66, Synergy_Loewe=6.60, Synergy_HSA=11.1. (3) Drug 1: CC1=CC2C(CCC3(C2CCC3(C(=O)C)OC(=O)C)C)C4(C1=CC(=O)CC4)C. Drug 2: CCC1(CC2CC(C3=C(CCN(C2)C1)C4=CC=CC=C4N3)(C5=C(C=C6C(=C5)C78CCN9C7C(C=CC9)(C(C(C8N6C=O)(C(=O)OC)O)OC(=O)C)CC)OC)C(=O)OC)O.OS(=O)(=O)O. Cell line: SNB-19. Synergy scores: CSS=18.2, Synergy_ZIP=8.56, Synergy_Bliss=12.5, Synergy_Loewe=-32.6, Synergy_HSA=-1.12.